From a dataset of Reaction yield outcomes from USPTO patents with 853,638 reactions. Predict the reaction yield, written as a fraction of the theoretical maximum amount of product (1.0 means a 100% yield; for example, 0.34 means a 34% yield). (1) The reactants are [C:1]1([C@@H:7]([NH:9][OH:10])[CH3:8])[CH:6]=[CH:5][CH:4]=[CH:3][CH:2]=1.[CH:11](OCC(F)(F)F)=[O:12]. The catalyst is O1CCCC1. The product is [OH:10][N:9]([C@H:7]([C:1]1[CH:6]=[CH:5][CH:4]=[CH:3][CH:2]=1)[CH3:8])[CH:11]=[O:12]. The yield is 0.890. (2) The reactants are C(O[C:6]([N:8]1[CH2:13][CH2:12][N:11]([C:14]2[C:23]3[C:18](=[CH:19][C:20]([O:26][CH:27]([CH3:29])[CH3:28])=[C:21]([O:24][CH3:25])[CH:22]=3)[N:17]=[CH:16][N:15]=2)[CH2:10][CH2:9]1)=[O:7])(C)(C)C.C(OC(N1CCN(C2[C:52]3[C:47](=[CH:48][C:49](F)=[C:50](F)[CH:51]=3)[N:46]=CN=2)CC1)=O)(C)(C)C. No catalyst specified. The product is [CH:27]([O:26][C:20]1[CH:19]=[C:18]2[C:23]([C:14]([N:11]3[CH2:10][CH2:9][N:8]([C:6]([NH:46][C:47]4[CH:48]=[CH:49][C:50]([O:24][C:21]5[CH:22]=[CH:23][CH:18]=[CH:19][CH:20]=5)=[CH:51][CH:52]=4)=[O:7])[CH2:13][CH2:12]3)=[N:15][CH:16]=[N:17]2)=[CH:22][C:21]=1[O:24][CH3:25])([CH3:28])[CH3:29]. The yield is 1.00.